From a dataset of Forward reaction prediction with 1.9M reactions from USPTO patents (1976-2016). Predict the product of the given reaction. (1) Given the reactants Cl.[CH3:2][C:3]1[N:4]([CH3:33])[C:5]2[C:10]([N:11]=1)=[C:9]([C:12]1[CH:17]=[CH:16][C:15]([O:18][CH2:19][CH2:20][CH:21]3[CH2:26][CH2:25][NH:24][CH2:23][CH2:22]3)=[C:14]([C:27]([F:30])([F:29])[F:28])[CH:13]=1)[N:8]=[C:7]([C:31]#[N:32])[N:6]=2.[C:34](O[BH-](OC(=O)C)OC(=O)C)(=O)[CH3:35].[Na+].C(=O)C.C([O-])(O)=O.[Na+], predict the reaction product. The product is: [CH2:34]([N:24]1[CH2:23][CH2:22][CH:21]([CH2:20][CH2:19][O:18][C:15]2[CH:16]=[CH:17][C:12]([C:9]3[N:8]=[C:7]([C:31]#[N:32])[N:6]=[C:5]4[C:10]=3[N:11]=[C:3]([CH3:2])[N:4]4[CH3:33])=[CH:13][C:14]=2[C:27]([F:29])([F:30])[F:28])[CH2:26][CH2:25]1)[CH3:35]. (2) Given the reactants [CH:1]1([C:7]2[CH:14]=[CH:13][C:12]([CH2:15]O)=[CH:11][C:8]=2[C:9]#[N:10])[CH2:6][CH2:5][CH2:4][CH2:3][CH2:2]1.S(Cl)([Cl:19])=O, predict the reaction product. The product is: [Cl:19][CH2:15][C:12]1[CH:13]=[CH:14][C:7]([CH:1]2[CH2:6][CH2:5][CH2:4][CH2:3][CH2:2]2)=[C:8]([CH:11]=1)[C:9]#[N:10]. (3) The product is: [NH:6]1[C:7]2[C:3](=[C:2]([O:1][CH2:16][C@@H:12]3[CH2:13][CH2:14][CH2:15][N:11]3[C:39]([O:41][C:36]([CH3:35])([CH3:31])[CH3:49])=[O:40])[CH:10]=[CH:9][CH:8]=2)[CH:4]=[CH:5]1. Given the reactants [OH:1][C:2]1[CH:10]=[CH:9][CH:8]=[C:7]2[C:3]=1[CH:4]=[CH:5][NH:6]2.[NH:11]1[CH2:15][CH2:14][CH2:13][CH:12]1[CH2:16]O.C1(P([C:31]2[CH:36]=[CH:35]C=CC=2)C2C=CC=CC=2)C=CC=CC=1.N(C(OCC)=O)=N[C:39]([O:41]CC)=[O:40].[CH2:49]1COCC1, predict the reaction product. (4) Given the reactants [N:1]1([CH2:7][CH2:8][CH2:9][NH:10][C:11]2[CH:16]=[CH:15][C:14]([N+:17]([O-])=O)=[CH:13][CH:12]=2)[CH2:6][CH2:5][O:4][CH2:3][CH2:2]1.O.NN, predict the reaction product. The product is: [N:1]1([CH2:7][CH2:8][CH2:9][NH:10][C:11]2[CH:16]=[CH:15][C:14]([NH2:17])=[CH:13][CH:12]=2)[CH2:6][CH2:5][O:4][CH2:3][CH2:2]1. (5) Given the reactants [CH3:1][N:2]([CH3:20])[C:3]1[CH:4]=[CH:5][C:6]2[C:15]([CH:16]=1)=[S+:14][C:13]1[C:8](=[CH:9][CH:10]=[C:11]([N:17]([CH3:19])[CH3:18])[CH:12]=1)[N:7]=2.[Cl-:21], predict the reaction product. The product is: [Cl-:21].[CH3:1][N:2]([CH3:20])[C:3]1[CH:4]=[CH:5][C:6]2[C:15]([CH:16]=1)=[S+:14][C:13]1[C:8](=[CH:9][CH:10]=[C:11]([N:17]([CH3:19])[CH3:18])[CH:12]=1)[N:7]=2. (6) Given the reactants [S:1](=[O:37])(=[O:36])([O:3][C:4]1[CH:9]=[CH:8][C:7]([C:10]2[N:11]=[CH:12][N:13]([C:15](=[O:35])[N:16]([CH:18]3[CH2:23][CH2:22][N:21]([CH2:24][C:25]4[CH:30]=[C:29]([O:31][CH3:32])[CH:28]=[C:27]([O:33][CH3:34])[CH:26]=4)[CH2:20][CH2:19]3)[CH3:17])[CH:14]=2)=[CH:6][CH:5]=1)[NH2:2].CO.[ClH:40], predict the reaction product. The product is: [ClH:40].[S:1](=[O:36])(=[O:37])([O:3][C:4]1[CH:9]=[CH:8][C:7]([C:10]2[N:11]=[CH:12][N:13]([C:15](=[O:35])[N:16]([CH:18]3[CH2:19][CH2:20][N:21]([CH2:24][C:25]4[CH:26]=[C:27]([O:33][CH3:34])[CH:28]=[C:29]([O:31][CH3:32])[CH:30]=4)[CH2:22][CH2:23]3)[CH3:17])[CH:14]=2)=[CH:6][CH:5]=1)[NH2:2]. (7) Given the reactants [F:1][C:2]([CH3:34])([CH3:33])[CH2:3][N:4]1[CH2:9][CH2:8][CH:7]([CH2:10][NH:11][C:12]2[CH:17]=[CH:16][C:15]([C:18]3[CH:23]=[CH:22][C:21]([C:24]([N:26]4[CH2:31][CH2:30][CH2:29][C@@H:28]([OH:32])[CH2:27]4)=[O:25])=[CH:20][CH:19]=3)=[CH:14][CH:13]=2)[CH2:6][CH2:5]1.C=O.[C:37](O)(=O)C.[BH3-]C#N.[Na+], predict the reaction product. The product is: [F:1][C:2]([CH3:34])([CH3:33])[CH2:3][N:4]1[CH2:9][CH2:8][CH:7]([CH2:10][N:11]([CH3:37])[C:12]2[CH:13]=[CH:14][C:15]([C:18]3[CH:23]=[CH:22][C:21]([C:24]([N:26]4[CH2:31][CH2:30][CH2:29][C@@H:28]([OH:32])[CH2:27]4)=[O:25])=[CH:20][CH:19]=3)=[CH:16][CH:17]=2)[CH2:6][CH2:5]1.